From a dataset of Peptide-MHC class I binding affinity with 185,985 pairs from IEDB/IMGT. Regression. Given a peptide amino acid sequence and an MHC pseudo amino acid sequence, predict their binding affinity value. This is MHC class I binding data. (1) The peptide sequence is CLGGHQEAI. The MHC is HLA-A02:01 with pseudo-sequence HLA-A02:01. The binding affinity (normalized) is 0.382. (2) The peptide sequence is HYYTNGYYV. The binding affinity (normalized) is 0.0418. The MHC is H-2-Kb with pseudo-sequence H-2-Kb. (3) The peptide sequence is KYTAFTIPSI. The MHC is HLA-A02:06 with pseudo-sequence HLA-A02:06. The binding affinity (normalized) is 0.398. (4) The peptide sequence is YTVAYQATV. The MHC is HLA-A02:03 with pseudo-sequence HLA-A02:03. The binding affinity (normalized) is 0.583.